This data is from Catalyst prediction with 721,799 reactions and 888 catalyst types from USPTO. The task is: Predict which catalyst facilitates the given reaction. (1) Product: [CH2:1]([O:8][C:9]([N:11]1[C@H:16]([CH3:17])[CH2:15][CH2:14][C@@H:13]([C:18]2[O:19][C:20]([CH3:27])=[C:21]([C:23]([O:25][CH3:26])=[O:24])[N:22]=2)[CH2:12]1)=[O:10])[C:2]1[CH:7]=[CH:6][CH:5]=[CH:4][CH:3]=1. The catalyst class is: 16. Reactant: [CH2:1]([O:8][C:9]([N:11]1[C@H:16]([CH3:17])[CH2:15][CH2:14][C@@H:13]([C:18]2[O:19][CH:20]([CH3:27])[CH:21]([C:23]([O:25][CH3:26])=[O:24])[N:22]=2)[CH2:12]1)=[O:10])[C:2]1[CH:7]=[CH:6][CH:5]=[CH:4][CH:3]=1.O. (2) Reactant: [C:1]1([CH3:12])[CH:6]=[CH:5][C:4]([O:7][CH2:8][C:9]([Cl:11])=[O:10])=[CH:3][CH:2]=1.[C:13]1(C)C=CC(O[C@H](C)C(O)=O)=CC=1.O=S(Cl)Cl. Product: [C:1]1([CH3:12])[CH:6]=[CH:5][C:4]([O:7][C@H:8]([CH3:13])[C:9]([Cl:11])=[O:10])=[CH:3][CH:2]=1. The catalyst class is: 48. (3) Reactant: [Br:1][C:2]1[S:6][C:5]2=[C:7](C(O)=O)[N:8]=[CH:9][N:4]2[CH:3]=1.O.Cl.C(=O)([O-])[O-].[Na+].[Na+]. Product: [Br:1][C:2]1[S:6][C:5]2=[CH:7][N:8]=[CH:9][N:4]2[CH:3]=1. The catalyst class is: 15. (4) Reactant: [Cl:1][C:2]1[CH:7]=[C:6]([O:8][CH2:9][CH2:10][CH2:11][CH2:12][OH:13])[C:5]([S:14]([N:17]2[C:26]3[C:21](=[CH:22][CH:23]=[CH:24][CH:25]=3)[C:20]([CH3:28])([CH3:27])[CH2:19][CH2:18]2)(=[O:16])=[O:15])=[CH:4][C:3]=1[C:29]1[C:34]([C:35]#[N:36])=[CH:33][C:32]([C:37]([F:40])([F:39])[F:38])=[N:31][CH:30]=1.C(#N)C.[OH2:44].CO. Product: [Cl:1][C:2]1[C:3]([C:29]2[CH:30]=[N:31][C:32]([C:37]([F:39])([F:38])[F:40])=[CH:33][C:34]=2[C:35]#[N:36])=[CH:4][C:5]([S:14]([N:17]2[C:26]3[C:21](=[CH:22][CH:23]=[CH:24][CH:25]=3)[C:20]([CH3:28])([CH3:27])[CH2:19][CH2:18]2)(=[O:15])=[O:16])=[C:6]([CH:7]=1)[O:8][CH2:9][CH2:10][CH2:11][C:12]([OH:44])=[O:13]. The catalyst class is: 2. (5) Reactant: [N+:1]([C:4]1[N:8]=[CH:7][NH:6][N:5]=1)([O-:3])=[O:2].[H-].[Na+].[H][H].[F:13][C:14]1[CH:21]=[C:20](F)[CH:19]=[CH:18][C:15]=1[CH:16]=[O:17]. Product: [N+:1]([C:4]1[N:8]=[C:7]([C:20]2[CH:19]=[CH:18][C:15]([CH:16]=[O:17])=[C:14]([F:13])[CH:21]=2)[NH:6][N:5]=1)([O-:3])=[O:2]. The catalyst class is: 9.